Dataset: Reaction yield outcomes from USPTO patents with 853,638 reactions. Task: Predict the reaction yield, written as a fraction of the theoretical maximum amount of product (1.0 means a 100% yield; for example, 0.34 means a 34% yield). (1) The reactants are [CH3:1][O:2][C:3](=[O:19])[CH2:4][CH2:5][CH2:6][CH2:7][CH2:8][O:9][C:10]1[CH:15]=[CH:14][C:13]([N:16]=[C:17]=[O:18])=[CH:12][CH:11]=1.[CH2:20]([OH:23])[CH2:21][OH:22]. The catalyst is O. The product is [CH3:1][O:2][C:3](=[O:19])[CH2:4][CH2:5][CH2:6][CH2:7][CH2:8][O:9][C:10]1[CH:15]=[CH:14][C:13]([NH:16][C:17]([O:22][CH2:21][CH2:20][OH:23])=[O:18])=[CH:12][CH:11]=1. The yield is 0.840. (2) The reactants are [CH3:1][N:2]([CH3:7])[CH2:3][CH2:4][CH2:5][OH:6].[H-].[Na+].Cl[C:11]1[C:16]2[NH:17][C:18]3[C:23]([C:15]=2[C:14]([C:25]2[CH:30]=[CH:29][CH:28]=[C:27]([S:31]([CH2:34][CH3:35])(=[O:33])=[O:32])[CH:26]=2)=[CH:13][N:12]=1)=[CH:22][C:21]([CH3:24])=[CH:20][N:19]=3. The catalyst is O1CCOCC1. The product is [CH2:34]([S:31]([C:27]1[CH:26]=[C:25]([C:14]2[C:15]3[C:23]4[CH:22]=[C:21]([CH3:24])[CH:20]=[N:19][C:18]=4[NH:17][C:16]=3[C:11]([O:6][CH2:5][CH2:4][CH2:3][N:2]([CH3:7])[CH3:1])=[N:12][CH:13]=2)[CH:30]=[CH:29][CH:28]=1)(=[O:32])=[O:33])[CH3:35]. The yield is 0.690. (3) The reactants are Br[C:2]1[CH:7]=[CH:6][C:5]([C:8]2[N:9]([C:24]3[CH:29]=[CH:28][C:27]([Cl:30])=[CH:26][CH:25]=3)[C:10](=[O:23])[C:11]3[CH:16]=[N:15][N:14]([C:17]4[CH:22]=[CH:21][CH:20]=[CH:19][CH:18]=4)[C:12]=3[N:13]=2)=[CH:4][CH:3]=1.[B:31]1([B:31]2[O:35][C:34]([CH3:37])([CH3:36])[C:33]([CH3:39])([CH3:38])[O:32]2)[O:35][C:34]([CH3:37])([CH3:36])[C:33]([CH3:39])([CH3:38])[O:32]1.CC([O-])=O.[K+]. The catalyst is C1C=CC(P(C2C=CC=CC=2)[C-]2C=CC=C2)=CC=1.C1C=CC(P(C2C=CC=CC=2)[C-]2C=CC=C2)=CC=1.Cl[Pd]Cl.[Fe+2]. The product is [Cl:30][C:27]1[CH:26]=[CH:25][C:24]([N:9]2[C:10](=[O:23])[C:11]3[CH:16]=[N:15][N:14]([C:17]4[CH:22]=[CH:21][CH:20]=[CH:19][CH:18]=4)[C:12]=3[N:13]=[C:8]2[C:5]2[CH:4]=[CH:3][C:2]([B:31]3[O:35][C:34]([CH3:37])([CH3:36])[C:33]([CH3:39])([CH3:38])[O:32]3)=[CH:7][CH:6]=2)=[CH:29][CH:28]=1. The yield is 0.800. (4) The reactants are Br[C:2]1[CH:7]=[CH:6][C:5]([OH:8])=[C:4]([C:9]([N:11]2[CH2:19][C:18]3[C:13](=[CH:14][CH:15]=[CH:16][CH:17]=3)[CH2:12]2)=[O:10])[CH:3]=1.[C:20]1(B(O)O)[CH:25]=[CH:24][CH:23]=[CH:22][CH:21]=1.N#N. The catalyst is COCCOC.C1C=CC(P(C2C=CC=CC=2)[C-]2C=CC=C2)=CC=1.C1C=CC(P(C2C=CC=CC=2)[C-]2C=CC=C2)=CC=1.Cl[Pd]Cl.[Fe+2]. The product is [CH2:12]1[C:13]2[C:18](=[CH:17][CH:16]=[CH:15][CH:14]=2)[CH2:19][N:11]1[C:9]([C:4]1[CH:3]=[C:2]([C:20]2[CH:25]=[CH:24][CH:23]=[CH:22][CH:21]=2)[CH:7]=[CH:6][C:5]=1[OH:8])=[O:10]. The yield is 0.660. (5) The reactants are OC(C(F)(F)F)=O.[NH:8]1[CH2:11][CH:10]([C:12]2[CH:33]=[CH:32][C:15]3[C:16]4[N:17]=[C:18]([C:24]5[N:25]([CH:29]([CH3:31])[CH3:30])[N:26]=[CH:27][N:28]=5)[S:19][C:20]=4[CH2:21][CH2:22][O:23][C:14]=3[CH:13]=2)[CH2:9]1.C(N(C(C)C)CC)(C)C.[O:43]1[C:45]([CH3:47])([CH3:46])[CH2:44]1. The catalyst is CO. The product is [CH:29]([N:25]1[C:24]([C:18]2[S:19][C:20]3[CH2:21][CH2:22][O:23][C:14]4[CH:13]=[C:12]([CH:10]5[CH2:11][N:8]([CH2:44][C:45]([CH3:47])([OH:43])[CH3:46])[CH2:9]5)[CH:33]=[CH:32][C:15]=4[C:16]=3[N:17]=2)=[N:28][CH:27]=[N:26]1)([CH3:31])[CH3:30]. The yield is 0.380. (6) The product is [CH3:22][O:17][CH:16]([NH:6][C:5]1[CH:7]=[C:8]([O:13][CH3:14])[C:9]([O:11][CH3:12])=[CH:10][C:4]=1[N+:1]([O-:3])=[O:2])[C:15]([O:19][CH2:20][CH3:21])=[O:18]. The yield is 0.881. No catalyst specified. The reactants are [N+:1]([C:4]1[CH:10]=[C:9]([O:11][CH3:12])[C:8]([O:13][CH3:14])=[CH:7][C:5]=1[NH2:6])([O-:3])=[O:2].[C:15]([O:19][CH2:20][CH3:21])(=[O:18])[CH:16]=[O:17].[CH3:22]O. (7) The reactants are [C:1]([O:5][C:6]([N:8]1[CH2:13][CH2:12][C:11]([C:14]2[CH:19]=[CH:18][C:17]([C:20](=[O:22])[NH2:21])=[C:16]([C:23]3[CH:28]=[CH:27][C:26]([C:29]([O:31][CH3:32])=[O:30])=[CH:25][CH:24]=3)[N:15]=2)=[CH:10][CH2:9]1)=[O:7])([CH3:4])([CH3:3])[CH3:2]. The catalyst is CO.[Pd]. The product is [C:1]([O:5][C:6]([N:8]1[CH2:9][CH2:10][CH:11]([C:14]2[CH:19]=[CH:18][C:17]([C:20](=[O:22])[NH2:21])=[C:16]([C:23]3[CH:28]=[CH:27][C:26]([C:29]([O:31][CH3:32])=[O:30])=[CH:25][CH:24]=3)[N:15]=2)[CH2:12][CH2:13]1)=[O:7])([CH3:4])([CH3:3])[CH3:2]. The yield is 0.690. (8) The reactants are [Cl:1][C:2]1[CH:3]=[C:4]([CH:13]=[C:14]([Cl:16])[CH:15]=1)[C:5]([NH:7][NH:8][C:9](=[O:12])[CH2:10][Cl:11])=O. The catalyst is O=S(Cl)Cl. The product is [Cl:11][CH2:10][C:9]1[O:12][C:5]([C:4]2[CH:3]=[C:2]([Cl:1])[CH:15]=[C:14]([Cl:16])[CH:13]=2)=[N:7][N:8]=1. The yield is 1.00.